Dataset: Forward reaction prediction with 1.9M reactions from USPTO patents (1976-2016). Task: Predict the product of the given reaction. (1) Given the reactants [NH2:1][C:2]1[N:7]=[C:6]([NH:8][CH2:9][CH2:10][CH2:11][CH3:12])[C:5]([CH2:13][C:14]2[CH:19]=[CH:18]C(CC#N)=C[C:15]=2[O:23][CH3:24])=[C:4]([CH3:25])[N:3]=1.[OH-:26].[K+].[CH2:28]([OH:32])[CH2:29][CH2:30][CH3:31], predict the reaction product. The product is: [NH2:1][C:2]1[N:7]=[C:6]([NH:8][CH2:9][CH2:10][CH2:11][CH3:12])[C:5]([CH2:13][C:14]2[CH:19]=[CH:18][C:30]([CH2:29][C:28]([OH:26])=[O:32])=[CH:31][C:15]=2[O:23][CH3:24])=[C:4]([CH3:25])[N:3]=1. (2) Given the reactants F[C:2]1[CH:9]=[C:8]([C:10]([F:13])([F:12])[F:11])[CH:7]=[CH:6][C:3]=1[CH:4]=[O:5].[F:14][C:15]1[CH:20]=[CH:19][C:18]([OH:21])=[CH:17][CH:16]=1.C(=O)([O-])[O-].[Cs+].[Cs+], predict the reaction product. The product is: [F:14][C:15]1[CH:20]=[CH:19][C:18]([O:21][C:2]2[CH:9]=[C:8]([C:10]([F:13])([F:12])[F:11])[CH:7]=[CH:6][C:3]=2[CH:4]=[O:5])=[CH:17][CH:16]=1. (3) Given the reactants C(OC[N:9]1[C:13]2[N:14]=[C:15]([NH:28][C:29]3[CH:34]=[CH:33][C:32]([N:35]([C@H:37]4[CH2:41][CH2:40][N:39]([CH2:42][CH2:43][O:44][CH3:45])[CH2:38]4)[CH3:36])=[CH:31][CH:30]=3)[N:16]=[C:17]([O:18][C:19]3[CH:24]=[CH:23][CH:22]=[C:21]([N+:25]([O-:27])=[O:26])[CH:20]=3)[C:12]=2[CH:11]=[CH:10]1)(=O)C(C)(C)C.C1COCC1.CO.[OH-].[Na+], predict the reaction product. The product is: [CH3:45][O:44][CH2:43][CH2:42][N:39]1[CH2:40][CH2:41][C@H:37]([N:35]([CH3:36])[C:32]2[CH:31]=[CH:30][C:29]([NH:28][C:15]3[N:16]=[C:17]([O:18][C:19]4[CH:24]=[CH:23][CH:22]=[C:21]([N+:25]([O-:27])=[O:26])[CH:20]=4)[C:12]4[CH:11]=[CH:10][NH:9][C:13]=4[N:14]=3)=[CH:34][CH:33]=2)[CH2:38]1. (4) The product is: [C:17]([N:21]1[CH:25]=[C:24]([C:26]2[O:15][C:13](=[O:14])[C:12]3[C:8](=[N:9][N:10]([CH3:16])[CH:11]=3)[CH:27]=2)[CH:23]=[N:22]1)([CH3:20])([CH3:19])[CH3:18]. Given the reactants CC(C)([O-])C.[Li+].Br[C:8]1[C:12]([C:13]([OH:15])=[O:14])=[CH:11][N:10]([CH3:16])[N:9]=1.[C:17]([N:21]1[CH:25]=[C:24]([C:26](=O)[CH3:27])[CH:23]=[N:22]1)([CH3:20])([CH3:19])[CH3:18], predict the reaction product. (5) Given the reactants [CH2:1]([OH:12])[C@H:2]([OH:11])[C@@H:3]([OH:10])[C@H:4]([OH:9])[C:5]([CH:7]=[O:8])=[O:6], predict the reaction product. The product is: [OH:9][C:4]1[C@@H:3]([C@@H:2]([OH:11])[CH2:1][OH:12])[O:10][C:7](=[O:8])[C:5]=1[OH:6].[CH2:1]([OH:12])[C@H:2]([OH:11])[C@@H:3]([OH:10])[C@H:4]([OH:9])[C:5]([CH:7]=[O:8])=[O:6].[OH:8][CH2:7][C:5]([C@H:4]([C@@H:3]([C@H:2]([CH2:1][OH:12])[OH:11])[OH:10])[OH:9])=[O:6]. (6) Given the reactants [C:1]1(=[CH:7][CH2:8][CH2:9][CH2:10][CH2:11][CH2:12][OH:13])[CH2:6][CH2:5][CH2:4][CH2:3][CH2:2]1, predict the reaction product. The product is: [CH:1]1([CH2:7][CH2:8][CH2:9][CH2:10][CH2:11][CH2:12][OH:13])[CH2:6][CH2:5][CH2:4][CH2:3][CH2:2]1.